From a dataset of Catalyst prediction with 721,799 reactions and 888 catalyst types from USPTO. Predict which catalyst facilitates the given reaction. (1) Reactant: [Li]CCCC.Br[C:7]1[S:11][CH:10]=[N:9][CH:8]=1.[Sn:12](Cl)([CH2:21][CH2:22][CH2:23][CH3:24])([CH2:17][CH2:18][CH2:19][CH3:20])[CH2:13][CH2:14][CH2:15][CH3:16].Cl. Product: [CH2:21]([Sn:12]([CH2:13][CH2:14][CH2:15][CH3:16])([CH2:17][CH2:18][CH2:19][CH3:20])[C:7]1[S:11][CH:10]=[N:9][CH:8]=1)[CH2:22][CH2:23][CH3:24]. The catalyst class is: 134. (2) Reactant: [CH2:1]([O:3][C:4](=[O:22])[C:5]([C:7]1[C:8]2[S:20][C:19]([CH3:21])=[CH:18][C:9]=2[N:10]([CH3:17])[C:11]=1[C:12]([O:14]CC)=O)=O)[CH3:2].Cl.[C:24]1([CH3:32])[CH:29]=[CH:28][C:27]([NH:30][NH2:31])=[CH:26][CH:25]=1. Product: [CH3:21][C:19]1[S:20][C:8]2[C:7]3[C:5]([C:4]([O:3][CH2:1][CH3:2])=[O:22])=[N:31][N:30]([C:27]4[CH:28]=[CH:29][C:24]([CH3:32])=[CH:25][CH:26]=4)[C:12](=[O:14])[C:11]=3[N:10]([CH3:17])[C:9]=2[CH:18]=1. The catalyst class is: 313.